The task is: Predict the product of the given reaction.. This data is from Forward reaction prediction with 1.9M reactions from USPTO patents (1976-2016). (1) Given the reactants [CH3:1][N:2]([CH2:4][C:5]1[C:13]2[O:12][N:11]=[C:10]([CH2:14][CH2:15][CH:16]3[CH2:21][CH2:20][NH:19][CH2:18][CH2:17]3)[C:9]=2[CH:8]=[CH:7][C:6]=1[C:22]1[CH:27]=[CH:26][CH:25]=[CH:24][CH:23]=1)[CH3:3].[N:28]1[CH:33]=[CH:32][CH:31]=[CH:30][C:29]=1[CH:34]=O, predict the reaction product. The product is: [CH3:1][N:2]([CH2:4][C:5]1[C:13]2[O:12][N:11]=[C:10]([CH2:14][CH2:15][CH:16]3[CH2:17][CH2:18][N:19]([CH2:34][C:29]4[CH:30]=[CH:31][CH:32]=[CH:33][N:28]=4)[CH2:20][CH2:21]3)[C:9]=2[CH:8]=[CH:7][C:6]=1[C:22]1[CH:27]=[CH:26][CH:25]=[CH:24][CH:23]=1)[CH3:3]. (2) Given the reactants [NH2:1][C:2]1[CH:3]=[C:4]([CH:8]=[C:9]([N+:11]([O-:13])=[O:12])[CH:10]=1)[C:5]([OH:7])=[O:6].S(=O)(=O)(O)O.[CH2:19](O)[CH3:20], predict the reaction product. The product is: [NH2:1][C:2]1[CH:3]=[C:4]([CH:8]=[C:9]([N+:11]([O-:13])=[O:12])[CH:10]=1)[C:5]([O:7][CH2:19][CH3:20])=[O:6]. (3) Given the reactants [CH2:1]([O:3][C:4]1[CH:5]=[C:6]([C:12]2[CH2:17][CH2:16][CH2:15][N:14]([C:18]([C:20]3[S:24][C:23]([C:25]4[CH:30]=[CH:29][C:28]([NH:31][N:32]=[C:33]([C:36]5NN=N[N:37]=5)[C:34]#[N:35])=[CH:27][CH:26]=4)=[N:22][C:21]=3[CH3:41])=[O:19])[N:13]=2)[CH:7]=[CH:8][C:9]=1[O:10][CH3:11])[CH3:2].[K], predict the reaction product. The product is: [CH2:1]([O:3][C:4]1[CH:5]=[C:6]([C:12]2[CH2:17][CH2:16][CH2:15][N:14]([C:18]([C:20]3[S:24][C:23]([C:25]4[CH:26]=[CH:27][C:28]([NH:31][N:32]=[C:33]([C:34]#[N:35])[C:36]#[N:37])=[CH:29][CH:30]=4)=[N:22][C:21]=3[CH3:41])=[O:19])[N:13]=2)[CH:7]=[CH:8][C:9]=1[O:10][CH3:11])[CH3:2]. (4) The product is: [Br:32][C:31]([Br:33])=[CH:8][C:7]1[CH:10]=[CH:11][C:4]([O:3][CH2:1][CH3:2])=[CH:5][CH:6]=1. Given the reactants [CH2:1]([O:3][C:4]1[CH:11]=[CH:10][C:7]([CH:8]=O)=[CH:6][CH:5]=1)[CH3:2].C1C=CC(P(C2C=CC=CC=2)C2C=CC=CC=2)=CC=1.[C:31](Br)(Br)([Br:33])[Br:32], predict the reaction product. (5) Given the reactants [CH3:1][C:2]1[CH:3]=[C:4]([CH:6]=[C:7]([CH3:9])[CH:8]=1)[NH2:5].Cl.Cl[C:12]1[C:21]2[C:16](=[CH:17][CH:18]=[CH:19][CH:20]=2)[C:15]([CH2:22][C:23]2[CH:28]=[CH:27][N:26]=[CH:25][CH:24]=2)=[CH:14][N:13]=1, predict the reaction product. The product is: [CH3:1][C:2]1[CH:3]=[C:4]([CH:6]=[C:7]([CH3:9])[CH:8]=1)[NH:5][C:12]1[C:21]2[C:16](=[CH:17][CH:18]=[CH:19][CH:20]=2)[C:15]([CH2:22][C:23]2[CH:28]=[CH:27][N:26]=[CH:25][CH:24]=2)=[CH:14][N:13]=1.